This data is from Forward reaction prediction with 1.9M reactions from USPTO patents (1976-2016). The task is: Predict the product of the given reaction. The product is: [CH2:1]([C@@H:8]1[CH2:13][N:12]([CH2:14][C:15]2[CH:20]=[CH:19][CH:18]=[CH:17][CH:16]=2)[CH2:11][CH2:10][N:9]1[C:21]([C:23]1[CH:27]=[C:26]([CH3:28])[N:25]([C:29]2[CH:30]=[C:31]([N:35]3[CH2:40][CH2:39][CH:38]([C:41]([NH:72][CH2:73][CH2:74][CH2:75][CH2:76][OH:77])=[O:43])[CH2:37][CH2:36]3)[CH:32]=[CH:33][CH:34]=2)[C:24]=1[C:44]1[CH:49]=[CH:48][CH:47]=[CH:46][CH:45]=1)=[O:22])[C:2]1[CH:3]=[CH:4][CH:5]=[CH:6][CH:7]=1. Given the reactants [CH2:1]([C@@H:8]1[CH2:13][N:12]([CH2:14][C:15]2[CH:20]=[CH:19][CH:18]=[CH:17][CH:16]=2)[CH2:11][CH2:10][N:9]1[C:21]([C:23]1[CH:27]=[C:26]([CH3:28])[N:25]([C:29]2[CH:30]=[C:31]([N:35]3[CH2:40][CH2:39][CH:38]([C:41]([OH:43])=O)[CH2:37][CH2:36]3)[CH:32]=[CH:33][CH:34]=2)[C:24]=1[C:44]1[CH:49]=[CH:48][CH:47]=[CH:46][CH:45]=1)=[O:22])[C:2]1[CH:7]=[CH:6][CH:5]=[CH:4][CH:3]=1.CCN=C=NCCCN(C)C.Cl.C1C=CC2N(O)N=NC=2C=1.[NH2:72][CH2:73][CH2:74][CH2:75][CH2:76][OH:77].C(=O)(O)[O-].[Na+], predict the reaction product.